Dataset: Full USPTO retrosynthesis dataset with 1.9M reactions from patents (1976-2016). Task: Predict the reactants needed to synthesize the given product. (1) Given the product [Cl:20][C:17]1[CH:18]=[CH:19][C:14]([O:13][C:3]2[C:2]([C:31]3[C:26]([O:25][CH3:24])=[N:27][CH:28]=[CH:29][CH:30]=3)=[CH:11][C:6]([C:7]([O:9][CH3:10])=[O:8])=[C:5]([F:12])[CH:4]=2)=[C:15]([O:21][CH3:22])[CH:16]=1, predict the reactants needed to synthesize it. The reactants are: Br[C:2]1[C:3]([O:13][C:14]2[CH:19]=[CH:18][C:17]([Cl:20])=[CH:16][C:15]=2[O:21][CH3:22])=[CH:4][C:5]([F:12])=[C:6]([CH:11]=1)[C:7]([O:9][CH3:10])=[O:8].O.[CH3:24][O:25][C:26]1[C:31](B(O)O)=[CH:30][CH:29]=[CH:28][N:27]=1. (2) Given the product [C:1]([C:5]1[CH:10]=[CH:9][C:8]([C:11]2[CH:12]=[C:13]3[C:17](=[CH:18][CH:19]=2)[N:16]([C:20]2[CH:25]=[CH:24][C:23]([O:26][CH:27]4[CH2:31][CH2:30][CH2:29][CH2:28]4)=[CH:22][CH:21]=2)[C:15]([C:32]([NH:35][CH2:36][CH2:37][S:38]([OH:41])(=[O:40])=[O:39])=[O:33])=[CH:14]3)=[CH:7][CH:6]=1)([CH3:4])([CH3:3])[CH3:2], predict the reactants needed to synthesize it. The reactants are: [C:1]([C:5]1[CH:10]=[CH:9][C:8]([C:11]2[CH:12]=[C:13]3[C:17](=[CH:18][CH:19]=2)[N:16]([C:20]2[CH:25]=[CH:24][C:23]([O:26][CH:27]4[CH2:31][CH2:30][CH2:29][CH2:28]4)=[CH:22][CH:21]=2)[C:15]([C:32](Cl)=[O:33])=[CH:14]3)=[CH:7][CH:6]=1)([CH3:4])([CH3:3])[CH3:2].[NH2:35][CH2:36][CH2:37][S:38]([OH:41])(=[O:40])=[O:39]. (3) Given the product [N+:1]([C:4]1[CH:9]=[C:8]([N+:10]([O-:12])=[O:11])[CH:7]=[CH:6][C:5]=1[O:15][C:14]1[CH:21]=[CH:20][C:18]([O:19][CH2:29][CH2:30][CH2:31][CH2:32][CH2:33][CH2:34][CH2:35][CH3:36])=[CH:17][CH:16]=1)([O-:3])=[O:2], predict the reactants needed to synthesize it. The reactants are: [N+:1]([C:4]1[CH:9]=[C:8]([N+:10]([O-:12])=[O:11])[CH:7]=[CH:6][C:5]=1F)([O-:3])=[O:2].[C:14]1([CH:21]=[CH:20][C:18]([OH:19])=[CH:17][CH:16]=1)[OH:15].C(=O)([O-])[O-].[K+].[K+].[Br-].[CH3:29][CH2:30][CH2:31][CH2:32][CH2:33][CH2:34][CH2:35][CH3:36]. (4) Given the product [CH:19]1([O:18][C:17]2[C:12]3[O:11][CH:10]=[C:62]([C:63]([O:68][CH3:67])=[O:2])[C:13]=3[CH:14]=[CH:15][C:16]=2[O:24][CH3:25])[CH2:20][CH2:21][CH2:22][CH2:23]1, predict the reactants needed to synthesize it. The reactants are: [C]=[O:2].FC(F)(F)S(OC1[C:13]2[CH:14]=[CH:15][C:16]([O:24][CH3:25])=[C:17]([O:18][CH:19]3[CH2:23][CH2:22][CH2:21][CH2:20]3)[C:12]=2[O:11][CH:10]=1)(=O)=O.C1C=CC(P(C2C=CC=CC=2)CCCP(C2C=CC=CC=2)C2C=CC=CC=2)=CC=1.C(N([CH2:62][CH3:63])CC)C.CN([CH:67]=[O:68])C. (5) Given the product [CH3:16][O:17][C:18]1[CH:23]=[CH:22][CH:21]=[CH:20][C:19]=1[C:6]1[C:5]2[C:4]([S:12]([OH:15])(=[O:14])=[O:13])=[CH:3][CH:2]=[CH:11][C:10]=2[CH:9]=[N:8][CH:7]=1, predict the reactants needed to synthesize it. The reactants are: Br[C:2]1[CH:3]=[C:4]([S:12]([OH:15])(=[O:14])=[O:13])[C:5]2[CH:6]=[CH:7][N:8]=[CH:9][C:10]=2[CH:11]=1.[CH3:16][O:17][C:18]1[CH:23]=[CH:22][C:21](B(O)O)=[CH:20][CH:19]=1.C([O-])([O-])=O.[Na+].[Na+].Cl. (6) Given the product [CH:32]1([N:15]([C:22]2[CH:27]=[CH:26][C:25]([F:28])=[C:24]([O:29][CH3:30])[CH:23]=2)[C:13](=[O:14])[N:12]([CH3:61])[C:10]2[S:11][C:7]([S:6][CH2:5][C:4]([OH:3])=[O:31])=[CH:8][N:9]=2)[CH2:36][CH2:35][CH2:34][CH2:33]1, predict the reactants needed to synthesize it. The reactants are: C([O:3][C:4](=[O:31])[CH2:5][S:6][C:7]1[S:11][C:10]([NH:12][C:13]([N:15]([C:22]2[CH:27]=[CH:26][C:25]([F:28])=[C:24]([O:29][CH3:30])[CH:23]=2)CC2CCCC2)=[O:14])=[N:9][CH:8]=1)C.[CH:32]1(N(C2C=CC(S(C)(=O)=O)=CC=2)C(=O)N(C)C2SC=C(CC(O)=O)N=2)[CH2:36][CH2:35][CH2:34][CH2:33]1.[CH:61]1(CNC2C=CC(F)=C(OC)C=2)CCCC1.C(OC(=O)CSC1SC(N)=NC=1)C. (7) Given the product [Cl:1][C:2]1[N:11]=[C:10]([N:14]([CH3:15])[CH3:13])[C:9]2[C:4](=[CH:5][CH:6]=[CH:7][CH:8]=2)[N:3]=1, predict the reactants needed to synthesize it. The reactants are: [Cl:1][C:2]1[N:11]=[C:10](Cl)[C:9]2[C:4](=[CH:5][CH:6]=[CH:7][CH:8]=2)[N:3]=1.[CH3:13][NH:14][CH3:15]. (8) The reactants are: [N:1]([C:4]1[C:9]([CH3:10])=[CH:8][N:7]=[CH:6][C:5]=1[C:11]([O:13][CH2:14][CH3:15])=[O:12])=[N+]=[N-].[H][H]. Given the product [NH2:1][C:4]1[C:9]([CH3:10])=[CH:8][N:7]=[CH:6][C:5]=1[C:11]([O:13][CH2:14][CH3:15])=[O:12], predict the reactants needed to synthesize it.